From a dataset of CYP2C19 inhibition data for predicting drug metabolism from PubChem BioAssay. Regression/Classification. Given a drug SMILES string, predict its absorption, distribution, metabolism, or excretion properties. Task type varies by dataset: regression for continuous measurements (e.g., permeability, clearance, half-life) or binary classification for categorical outcomes (e.g., BBB penetration, CYP inhibition). Dataset: cyp2c19_veith. (1) The drug is COc1ccc(Cl)cc1C(=O)N1CCN(c2ccccn2)CC1. The result is 1 (inhibitor). (2) The compound is CCn1c(SC)nnc1C1CCN(S(=O)(=O)c2ccc(OC)cc2)CC1. The result is 0 (non-inhibitor). (3) The molecule is COc1cc2nc(N3CCN(C(=O)OCc4ccccc4)[C@H](C(=O)NC(C)(C)C)C3)nc(N)c2cc1OC. The result is 0 (non-inhibitor). (4) The molecule is CCNC(=S)NNC(=O)CCn1c2ccccc2c2ccccc21. The result is 1 (inhibitor).